The task is: Predict the product of the given reaction.. This data is from Forward reaction prediction with 1.9M reactions from USPTO patents (1976-2016). (1) Given the reactants Br[C:2]1[CH:7]2[N:8]([C:9]([O:11][C:12]([CH3:15])([CH3:14])[CH3:13])=[O:10])[CH:4]([CH:5]=[CH:6]2)[C:3]=1[C:16]([O:18][CH3:19])=[O:17].[H][H].[C:22](OCC)(=O)C.CCCCCC, predict the reaction product. The product is: [CH:4]12[N:8]([C:9]([O:11][C:12]([CH3:15])([CH3:14])[CH3:13])=[O:10])[CH:7]([CH2:6][CH2:5]1)[CH2:2][CH:3]2[C:16]([O:18][CH2:19][CH3:22])=[O:17]. (2) The product is: [ClH:29].[NH:8]([C:17]1([C:24]([O:26][CH2:27][CH3:28])=[O:25])[CH2:21][C:20](=[O:22])[NH:19][C:18]1=[O:23])[NH2:9]. Given the reactants C(OC([N:8]([C:17]1([C:24]([O:26][CH2:27][CH3:28])=[O:25])[CH2:21][C:20](=[O:22])[NH:19][C:18]1=[O:23])[NH:9]C(OC(C)(C)C)=O)=O)(C)(C)C.[ClH:29], predict the reaction product.